Dataset: Full USPTO retrosynthesis dataset with 1.9M reactions from patents (1976-2016). Task: Predict the reactants needed to synthesize the given product. The reactants are: [CH2:1]([S:3]([CH2:6][C:7]1[CH:8]=[C:9]([NH:13][C:14](=[O:16])[CH3:15])[CH:10]=[CH:11][CH:12]=1)(=[O:5])=[O:4])[CH3:2].[OH:17][S:18]([Cl:21])(=O)=[O:19]. Given the product [C:14]([NH:13][C:9]1[CH:10]=[CH:11][C:12]([S:18]([Cl:21])(=[O:19])=[O:17])=[C:7]([CH2:6][S:3]([CH2:1][CH3:2])(=[O:4])=[O:5])[CH:8]=1)(=[O:16])[CH3:15], predict the reactants needed to synthesize it.